This data is from Peptide-MHC class I binding affinity with 185,985 pairs from IEDB/IMGT. The task is: Regression. Given a peptide amino acid sequence and an MHC pseudo amino acid sequence, predict their binding affinity value. This is MHC class I binding data. (1) The peptide sequence is ALMRWRHPR. The MHC is HLA-A26:01 with pseudo-sequence HLA-A26:01. The binding affinity (normalized) is 0.0847. (2) The peptide sequence is DHQLDPAFR. The MHC is HLA-A68:02 with pseudo-sequence HLA-A68:02. The binding affinity (normalized) is 0. (3) The peptide sequence is FVHTLLKTY. The MHC is HLA-A26:02 with pseudo-sequence HLA-A26:02. The binding affinity (normalized) is 0.797. (4) The peptide sequence is LTVKHMANV. The MHC is HLA-A03:01 with pseudo-sequence HLA-A03:01. The binding affinity (normalized) is 0.0847. (5) The peptide sequence is FIVEHINAM. The MHC is HLA-A29:02 with pseudo-sequence HLA-A29:02. The binding affinity (normalized) is 0.528. (6) The peptide sequence is TLNAWVKVV. The MHC is HLA-A02:01 with pseudo-sequence HLA-A02:01. The binding affinity (normalized) is 0.452. (7) The peptide sequence is LLQYWSQEL. The MHC is HLA-A02:01 with pseudo-sequence HLA-A02:01. The binding affinity (normalized) is 0.516. (8) The peptide sequence is LLQDSVDFSL. The MHC is HLA-A02:03 with pseudo-sequence HLA-A02:03. The binding affinity (normalized) is 0.537.